Dataset: Experimentally validated miRNA-target interactions with 360,000+ pairs, plus equal number of negative samples. Task: Binary Classification. Given a miRNA mature sequence and a target amino acid sequence, predict their likelihood of interaction. The miRNA is hsa-miR-548ah-5p with sequence AAAAGUGAUUGCAGUGUUUG. The protein sequence of the target gene is MGVWLNKDDFIRDLKRISLCLLILYVVVVVGTDQNFYSLLGVSKTASSREIRQAFKKLALKLHPDKNPNNPNAHGDFLKINRAYEVLKDEDLRKKYDKYGEKGLEDNQGGQYESWSYYRYDFGIYDDDPEIITLERREFDAAVNSGELWFVNFYSPGCSHCHDLAPTWREFAKEVDGLLRIGAVNCGDDRMLCRMKGVNSYPSLFIFRSGMAAVKYNGDRSKESLVAFAMQHVRSTVTELSTGNFVNAIETAFAAGVGWLITFCSKGEDCLTSQTRLRLSGMLDGLVNVGWVDCDAQDSL.... Result: 0 (no interaction).